This data is from Reaction yield outcomes from USPTO patents with 853,638 reactions. The task is: Predict the reaction yield, written as a fraction of the theoretical maximum amount of product (1.0 means a 100% yield; for example, 0.34 means a 34% yield). The reactants are [F:1][C:2]([F:27])([F:26])[C:3]1[CH:8]=[CH:7][CH:6]=[CH:5][C:4]=1[C:9]1[CH:14]=[CH:13][C:12]([CH2:15][CH2:16][C:17]2[CH:18]=[C:19]3[C:23](=[CH:24][CH:25]=2)[NH:22][CH:21]=[CH:20]3)=[CH:11][CH:10]=1.[BH3-]C#N.[Na+].C([O-])(O)=O.[Na+]. The catalyst is CC(O)=O. The product is [F:27][C:2]([F:1])([F:26])[C:3]1[CH:8]=[CH:7][CH:6]=[CH:5][C:4]=1[C:9]1[CH:10]=[CH:11][C:12]([CH2:15][CH2:16][C:17]2[CH:18]=[C:19]3[C:23](=[CH:24][CH:25]=2)[NH:22][CH2:21][CH2:20]3)=[CH:13][CH:14]=1. The yield is 0.750.